From a dataset of Full USPTO retrosynthesis dataset with 1.9M reactions from patents (1976-2016). Predict the reactants needed to synthesize the given product. (1) The reactants are: [CH3:1][N:2]1[C:7]2[CH:8]=[CH:9][C:10]([S:12](Cl)(=[O:14])=[O:13])=[CH:11][C:6]=2[O:5][CH2:4][CH2:3]1.[F:16][C:17]1[CH:18]=[CH:19][CH:20]=[C:21]2[C:26]=1[NH:25][C:24](=[O:27])[C:23]([CH2:28][NH:29][CH:30]([CH3:32])[CH3:31])=[CH:22]2.C(N(CC)C(C)C)(C)C. Given the product [F:16][C:17]1[CH:18]=[CH:19][CH:20]=[C:21]2[C:26]=1[NH:25][C:24](=[O:27])[C:23]([CH2:28][N:29]([CH:30]([CH3:32])[CH3:31])[S:12]([C:10]1[CH:9]=[CH:8][C:7]3[N:2]([CH3:1])[CH2:3][CH2:4][O:5][C:6]=3[CH:11]=1)(=[O:14])=[O:13])=[CH:22]2, predict the reactants needed to synthesize it. (2) Given the product [F:1][C:2]1[CH:3]=[C:4]2[C:9](=[CH:10][CH:11]=1)[O:8][C@H:7]([C@H:12]1[CH2:13][O:15]1)[CH2:6][CH2:5]2, predict the reactants needed to synthesize it. The reactants are: [F:1][C:2]1[CH:3]=[C:4]2[C:9](=[CH:10][CH:11]=1)[O:8][C@H:7]([C@H:12]([OH:15])[CH2:13]O)[CH2:6][CH2:5]2.N1C=CC=CC=1.S(Cl)(C1C=CC(C)=CC=1)(=O)=O.C(=O)([O-])[O-].[K+].[K+]. (3) Given the product [Br-:1].[CH:4]1[C:5]2[C:10](=[CH:9][CH:8]=[CH:7][CH:6]=2)[CH:11]=[CH:12][C:3]=1[CH2:2][P+:19]([C:20]1[CH:21]=[CH:22][CH:23]=[CH:24][CH:25]=1)([C:26]1[CH:31]=[CH:30][CH:29]=[CH:28][CH:27]=1)[C:13]1[CH:14]=[CH:15][CH:16]=[CH:17][CH:18]=1, predict the reactants needed to synthesize it. The reactants are: [Br:1][CH2:2][C:3]1[CH:12]=[CH:11][C:10]2[C:5](=[CH:6][CH:7]=[CH:8][CH:9]=2)[CH:4]=1.[C:13]1([P:19]([C:26]2[CH:31]=[CH:30][CH:29]=[CH:28][CH:27]=2)[C:20]2[CH:25]=[CH:24][CH:23]=[CH:22][CH:21]=2)[CH:18]=[CH:17][CH:16]=[CH:15][CH:14]=1. (4) Given the product [C:21]([N:25]1[N:18]=[CH:17][C:11]2[CH:10]3[CH2:15][CH:13]([CH2:14][NH:8][CH2:9]3)[C:12]1=2)([CH3:24])([CH3:23])[CH3:22], predict the reactants needed to synthesize it. The reactants are: C([N:8]1[CH2:14][CH:13]2[CH2:15][CH:10]([C:11](=[CH:17][N:18](C)C)[C:12]2=O)[CH2:9]1)C1C=CC=CC=1.[C:21]([NH:25]N)([CH3:24])([CH3:23])[CH3:22].